Dataset: Reaction yield outcomes from USPTO patents with 853,638 reactions. Task: Predict the reaction yield, written as a fraction of the theoretical maximum amount of product (1.0 means a 100% yield; for example, 0.34 means a 34% yield). (1) The reactants are [CH2:1]([NH:8][N:9]=[CH:10][C:11](=[O:13])[CH3:12])[C:2]1[CH:7]=[CH:6][CH:5]=[CH:4][CH:3]=1.[C:14]([C:18]1[CH:23]=[CH:22][C:21]([C:24](=O)[CH:25]=[O:26])=[CH:20][CH:19]=1)([CH3:17])([CH3:16])[CH3:15]. The catalyst is C(O)(=O)C. The product is [C:14]([C:18]1[CH:23]=[CH:22][C:21]([C:24]2[N:8]([CH2:1][C:2]3[CH:3]=[CH:4][CH:5]=[CH:6][CH:7]=3)[N:9]=[C:10]([C:11](=[O:13])[CH3:12])[C:25]=2[OH:26])=[CH:20][CH:19]=1)([CH3:17])([CH3:16])[CH3:15]. The yield is 0.110. (2) The reactants are [OH:1][CH2:2][C:3]1[C:4](=[O:9])[CH2:5][CH2:6][C:7]=1[CH3:8].[O:10]1[CH:15]=[CH:14][CH2:13][CH2:12][CH2:11]1.O.C1(C)C=CC(S(O)(=O)=O)=CC=1.C(=O)(O)[O-].[Na+]. The catalyst is C(Cl)Cl.C(OCC)(=O)C. The product is [CH3:8][C:7]1[CH2:6][CH2:5][C:4](=[O:9])[C:3]=1[CH2:2][O:1][CH:11]1[CH2:12][CH2:13][CH2:14][CH2:15][O:10]1. The yield is 0.940. (3) The reactants are Br[C:2]1[CH:7]=[C:6]([F:8])[CH:5]=[CH:4][C:3]=1[N+:9]([O-:11])=[O:10].[CH2:12](B(O)O)[CH3:13].C([O-])([O-])=O.[K+].[K+].N#N. The catalyst is O1CCOCC1.O.CCOC(C)=O.C1C=CC(P(C2C=CC=CC=2)[C-]2C=CC=C2)=CC=1.C1C=CC(P(C2C=CC=CC=2)[C-]2C=CC=C2)=CC=1.Cl[Pd]Cl.[Fe+2]. The product is [CH2:12]([C:2]1[CH:7]=[C:6]([F:8])[CH:5]=[CH:4][C:3]=1[N+:9]([O-:11])=[O:10])[CH3:13]. The yield is 0.240. (4) The reactants are [N:1]1[CH:6]=[CH:5][C:4]([CH2:7][C:8]2[CH:14]=[CH:13][C:11](N)=[CH:10][CH:9]=2)=[CH:3][CH:2]=1.N([O-])=O.[Na+].[I:19]I. The catalyst is C(O)(=O)C.Cl.O. The product is [I:19][C:11]1[CH:13]=[CH:14][C:8]([CH2:7][C:4]2[CH:5]=[CH:6][N:1]=[CH:2][CH:3]=2)=[CH:9][CH:10]=1. The yield is 0.180. (5) The reactants are [H-].[H-].[H-].[H-].[Li+].[Al+3].[O:7]1[C:12]2[CH:13]=[CH:14][CH:15]=[CH:16][C:11]=2[NH:10][C:9](=O)[CH2:8]1. The catalyst is C1COCC1. The product is [O:7]1[CH2:8][CH2:9][NH:10][C:11]2[CH:16]=[CH:15][CH:14]=[CH:13][C:12]1=2. The yield is 0.500.